This data is from Forward reaction prediction with 1.9M reactions from USPTO patents (1976-2016). The task is: Predict the product of the given reaction. (1) The product is: [C:1]([O:5][C:6]([N:8]1[CH2:9][CH2:10][CH:11]([CH2:14][CH2:15][CH2:16][C:17]([C:18]2[CH:19]=[CH:20][C:21]([S:24]([CH3:26])=[O:25])=[CH:22][CH:23]=2)=[O:27])[CH2:12][CH2:13]1)=[O:7])([CH3:4])([CH3:3])[CH3:2]. Given the reactants [C:1]([O:5][C:6]([N:8]1[CH2:13][CH2:12][CH:11]([CH2:14][CH2:15][CH2:16][CH:17]([OH:27])[C:18]2[CH:23]=[CH:22][C:21]([S:24]([CH3:26])=[O:25])=[CH:20][CH:19]=2)[CH2:10][CH2:9]1)=[O:7])([CH3:4])([CH3:3])[CH3:2].CC(OI1(OC(C)=O)(OC(C)=O)OC(=O)C2C=CC=CC1=2)=O, predict the reaction product. (2) Given the reactants [N+:1]([C:4]1[CH:5]=[C:6]([CH:10]=[CH:11][CH:12]=1)[C:7](Cl)=[O:8])([O-:3])=[O:2].[CH2:13]1[C:22]2[C:17](=[CH:18][CH:19]=[CH:20][CH:21]=2)[CH2:16][CH2:15][N:14]1[CH2:23][C:24]([NH2:27])([CH3:26])[CH3:25], predict the reaction product. The product is: [CH2:13]1[C:22]2[C:17](=[CH:18][CH:19]=[CH:20][CH:21]=2)[CH2:16][CH2:15][N:14]1[CH2:23][C:24]([NH:27][C:7](=[O:8])[C:6]1[CH:10]=[CH:11][CH:12]=[C:4]([N+:1]([O-:3])=[O:2])[CH:5]=1)([CH3:25])[CH3:26].